Dataset: Catalyst prediction with 721,799 reactions and 888 catalyst types from USPTO. Task: Predict which catalyst facilitates the given reaction. (1) Reactant: [CH3:1][O:2][C:3]1[CH:18]=[CH:17][C:6]([C:7]([O:9]CC2C=CC=CC=2)=[O:8])=[CH:5][C:4]=1[N:19]([CH2:24][C:25]([N:27]1[CH2:32][CH2:31][N:30]([CH3:33])[CH2:29][CH2:28]1)=[O:26])[S:20]([CH3:23])(=[O:22])=[O:21]. Product: [CH3:1][O:2][C:3]1[CH:18]=[CH:17][C:6]([C:7]([OH:9])=[O:8])=[CH:5][C:4]=1[N:19]([CH2:24][C:25]([N:27]1[CH2:28][CH2:29][N:30]([CH3:33])[CH2:31][CH2:32]1)=[O:26])[S:20]([CH3:23])(=[O:22])=[O:21]. The catalyst class is: 19. (2) Reactant: C(=O)(O)[O-].[Na+].[OH:6][C:7]1[CH:14]=[C:13]([OH:15])[CH:12]=[CH:11][C:8]=1[CH:9]=[O:10].[CH2:16](Br)[C:17]1[CH:22]=[CH:21][CH:20]=[CH:19][CH:18]=1. Product: [CH2:16]([O:15][C:13]1[CH:12]=[CH:11][C:8]([CH:9]=[O:10])=[C:7]([OH:6])[CH:14]=1)[C:17]1[CH:22]=[CH:21][CH:20]=[CH:19][CH:18]=1. The catalyst class is: 10. (3) Reactant: [Br:1][C:2]1[C:10]2[C:6](=[CH:7][N:8]([CH3:11])[N:9]=2)[CH:5]=[CH:4][CH:3]=1.[CH:12]([N-]C(C)C)(C)C.[Li+].C1COCC1.CCCCCCC.C(C1C=CC=CC=1)C.IC. Product: [Br:1][C:2]1[C:10]2[C:6](=[C:7]([CH3:12])[N:8]([CH3:11])[N:9]=2)[CH:5]=[CH:4][CH:3]=1. The catalyst class is: 20. (4) The catalyst class is: 794. Product: [Br:1][C:2]1[CH:3]=[CH:4][C:5]([CH2:8][C:9]([N:17]([CH2:18][CH2:19][N:20]2[CH2:25][CH2:24][CH2:23][CH2:22][CH2:21]2)[CH3:16])=[O:11])=[CH:6][CH:7]=1. Reactant: [Br:1][C:2]1[CH:7]=[CH:6][C:5]([CH2:8][C:9]([OH:11])=O)=[CH:4][CH:3]=1.S(Cl)(Cl)=O.[CH3:16][NH:17][CH2:18][CH2:19][N:20]1[CH2:25][CH2:24][CH2:23][CH2:22][CH2:21]1.C(N(CC)CC)C. (5) Reactant: [CH3:1][O:2][C:3](=[O:13])[C:4]1[CH:9]=[CH:8][C:7]([NH2:10])=[CH:6][C:5]=1[O:11][CH3:12].[N:14]([O-])=O.[Na+].S(S([O-])=O)([O-])(=O)=O.[Na+].[Na+]. Product: [NH:10]([C:7]1[CH:8]=[CH:9][C:4]([C:3]([O:2][CH3:1])=[O:13])=[C:5]([O:11][CH3:12])[CH:6]=1)[NH2:14]. The catalyst class is: 126.